This data is from Forward reaction prediction with 1.9M reactions from USPTO patents (1976-2016). The task is: Predict the product of the given reaction. Given the reactants CS([C:5]1[N:10]=[C:9]([C:11]2[N:15]3[CH:16]=[CH:17][N:18]=[C:19]([N:20]4[CH2:25][CH2:24][N:23]([CH3:26])[CH2:22][CH2:21]4)[C:14]3=[N:13][CH:12]=2)[CH:8]=[CH:7][N:6]=1)(=O)=O.[C:27]([O:31][C:32](=[O:43])[NH:33][CH2:34][CH:35]([NH2:42])[C:36]1[CH:41]=[CH:40][CH:39]=[CH:38][CH:37]=1)([CH3:30])([CH3:29])[CH3:28], predict the reaction product. The product is: [C:27]([O:31][C:32](=[O:43])[NH:33][CH2:34][CH:35]([NH:42][C:5]1[N:10]=[C:9]([C:11]2[N:15]3[CH:16]=[CH:17][N:18]=[C:19]([N:20]4[CH2:25][CH2:24][N:23]([CH3:26])[CH2:22][CH2:21]4)[C:14]3=[N:13][CH:12]=2)[CH:8]=[CH:7][N:6]=1)[C:36]1[CH:37]=[CH:38][CH:39]=[CH:40][CH:41]=1)([CH3:30])([CH3:28])[CH3:29].